From a dataset of Peptide-MHC class I binding affinity with 185,985 pairs from IEDB/IMGT. Regression. Given a peptide amino acid sequence and an MHC pseudo amino acid sequence, predict their binding affinity value. This is MHC class I binding data. The peptide sequence is PTNDHIPVVY. The MHC is HLA-A33:01 with pseudo-sequence HLA-A33:01. The binding affinity (normalized) is 0.